The task is: Predict which catalyst facilitates the given reaction.. This data is from Catalyst prediction with 721,799 reactions and 888 catalyst types from USPTO. (1) Reactant: [F:1][C:2]1[C:30]([N:31]2[CH2:36][CH2:35][NH:34][CH2:33][CH2:32]2)=[CH:29][C:5]2[N:6]([CH2:17][C:18]3[CH:23]=[CH:22][C:21]([O:24][C:25]([F:28])([F:27])[F:26])=[CH:20][CH:19]=3)[C:7]([CH2:9][O:10][C:11]3[CH:16]=[CH:15][CH:14]=[CH:13][CH:12]=3)=[N:8][C:4]=2[CH:3]=1.[C:37](Cl)(=[O:41])[CH2:38][CH2:39][CH3:40]. Product: [F:1][C:2]1[C:30]([N:31]2[CH2:36][CH2:35][N:34]([C:37](=[O:41])[CH2:38][CH2:39][CH3:40])[CH2:33][CH2:32]2)=[CH:29][C:5]2[N:6]([CH2:17][C:18]3[CH:19]=[CH:20][C:21]([O:24][C:25]([F:26])([F:27])[F:28])=[CH:22][CH:23]=3)[C:7]([CH2:9][O:10][C:11]3[CH:12]=[CH:13][CH:14]=[CH:15][CH:16]=3)=[N:8][C:4]=2[CH:3]=1. The catalyst class is: 4. (2) Reactant: [CH3:1][N:2]1[C:10]2[C:5](=[CH:6][C:7]([N+:11]([O-])=O)=[CH:8][CH:9]=2)[CH2:4][CH2:3]1. Product: [CH3:1][N:2]1[C:10]2[C:5](=[CH:6][C:7]([NH2:11])=[CH:8][CH:9]=2)[CH2:4][CH2:3]1. The catalyst class is: 19. (3) Reactant: [NH2:1][CH2:2][CH2:3][CH2:4][CH2:5][CH2:6][CH2:7][CH2:8][CH2:9][CH2:10][CH2:11][C:12]([OH:14])=[O:13].C([O-])([O-])=O.[K+].[K+].[CH2:21]([O:28][C:29](Cl)=[O:30])[C:22]1[CH:27]=[CH:26][CH:25]=[CH:24][CH:23]=1. Product: [CH2:21]([O:28][C:29]([NH:1][CH2:2][CH2:3][CH2:4][CH2:5][CH2:6][CH2:7][CH2:8][CH2:9][CH2:10][CH2:11][C:12]([OH:14])=[O:13])=[O:30])[C:22]1[CH:27]=[CH:26][CH:25]=[CH:24][CH:23]=1. The catalyst class is: 127. (4) Reactant: C(O[C:6](=[O:25])[CH2:7][C:8]1[C:13]([C:14]([F:17])([F:16])[F:15])=[CH:12][N:11]=[C:10]([N:18]2[CH2:23][CH2:22][N:21]([CH3:24])[CH2:20][CH2:19]2)[CH:9]=1)(C)(C)C.C(C1NC=CN=1)(C1[NH:29]C=CN=1)=O.N. Product: [CH3:24][N:21]1[CH2:20][CH2:19][N:18]([C:10]2[CH:9]=[C:8]([CH2:7][C:6]([NH2:29])=[O:25])[C:13]([C:14]([F:16])([F:15])[F:17])=[CH:12][N:11]=2)[CH2:23][CH2:22]1. The catalyst class is: 137. (5) Reactant: [CH3:1][C:2]1[CH:7]=[CH:6][C:5]([CH:8]([C:15]2[C:23]3[C:18](=[C:19]([CH2:24][S:25][CH3:26])[CH:20]=[CH:21][CH:22]=3)[NH:17][CH:16]=2)[CH2:9][C:10](OCC)=[O:11])=[CH:4][CH:3]=1.[H-].[Al+3].[Li+].[H-].[H-].[H-].Cl. Product: [CH3:1][C:2]1[CH:3]=[CH:4][C:5]([CH:8]([C:15]2[C:23]3[C:18](=[C:19]([CH2:24][S:25][CH3:26])[CH:20]=[CH:21][CH:22]=3)[NH:17][CH:16]=2)[CH2:9][CH2:10][OH:11])=[CH:6][CH:7]=1. The catalyst class is: 1. (6) Reactant: C(OCC)C.[N+:6](=[CH2:8])=[N-:7].Cl[C:10]([C:12]1[CH:13]=[C:14]([CH:25]=[CH:26][CH:27]=1)[C:15]([O:17][CH2:18][C:19]1[CH:24]=[CH:23][CH:22]=[CH:21][CH:20]=1)=[O:16])=[O:11]. Product: [N+:6](=[CH:8][C:10]([C:12]1[CH:13]=[C:14]([CH:25]=[CH:26][CH:27]=1)[C:15]([O:17][CH2:18][C:19]1[CH:20]=[CH:21][CH:22]=[CH:23][CH:24]=1)=[O:16])=[O:11])=[N-:7]. The catalyst class is: 48. (7) Reactant: [CH2:1]([O:3][C:4]([C:6]1[O:7][C:8]2[CH:15]=[C:14]([O:16][CH:17]3[CH2:22][CH2:21][NH:20][CH2:19][CH2:18]3)[C:13]([Cl:23])=[CH:12][C:9]=2[C:10]=1[CH3:11])=[O:5])[CH3:2].[C:24]1(=O)[CH2:27][CH2:26][CH2:25]1.C(O)(=O)C.C(O[BH-](OC(=O)C)OC(=O)C)(=O)C.[Na+]. Product: [CH2:1]([O:3][C:4]([C:6]1[O:7][C:8]2[CH:15]=[C:14]([O:16][CH:17]3[CH2:22][CH2:21][N:20]([CH:24]4[CH2:27][CH2:26][CH2:25]4)[CH2:19][CH2:18]3)[C:13]([Cl:23])=[CH:12][C:9]=2[C:10]=1[CH3:11])=[O:5])[CH3:2]. The catalyst class is: 2.